This data is from Forward reaction prediction with 1.9M reactions from USPTO patents (1976-2016). The task is: Predict the product of the given reaction. (1) Given the reactants [CH3:1][NH2:2].[CH3:3][O:4][C:5]1[C:10]2[C:11](=O)[O:12]C(=O)[NH:14][C:9]=2[CH:8]=[CH:7][CH:6]=1, predict the reaction product. The product is: [NH2:14][C:9]1[CH:8]=[CH:7][CH:6]=[C:5]([O:4][CH3:3])[C:10]=1[C:11]([NH:2][CH3:1])=[O:12]. (2) Given the reactants [CH3:1][O:2][C:3]([NH:5][CH:6]1[CH2:10][CH2:9][NH:8][CH2:7]1)=[O:4].[Cl:11][C:12]1[CH:13]=[CH:14][C:15]([CH2:18][O:19][C:20]2[CH:25]=[CH:24][N:23]([C:26]3[CH:27]=[N:28][C:29](F)=[CH:30][CH:31]=3)[C:22](=[O:33])[CH:21]=2)=[N:16][CH:17]=1.C([O-])([O-])=O.[K+].[K+], predict the reaction product. The product is: [Cl:11][C:12]1[CH:13]=[CH:14][C:15]([CH2:18][O:19][C:20]2[CH:25]=[CH:24][N:23]([C:26]3[CH:27]=[N:28][C:29]([N:8]4[CH2:9][CH2:10][CH:6]([NH:5][C:3]([O:2][CH3:1])=[O:4])[CH2:7]4)=[CH:30][CH:31]=3)[C:22](=[O:33])[CH:21]=2)=[N:16][CH:17]=1. (3) The product is: [C:25]([O:29][C:30]([N:9]1[CH2:8][CH:7]2[CH2:18][CH:11]([C:12]3[CH:13]=[C:14]([N+:15]([O-:17])=[O:16])[C:4]([N+:1]([O-:3])=[O:2])=[CH:5][C:6]=32)[CH2:10]1)=[O:31])([CH3:28])([CH3:27])[CH3:26]. Given the reactants [N+:1]([C:4]1[C:14]([N+:15]([O-:17])=[O:16])=[CH:13][C:12]2[CH:11]3[CH2:18][CH:7]([CH2:8][NH:9][CH2:10]3)[C:6]=2[CH:5]=1)([O-:3])=[O:2].C([O-])([O-])=O.[Na+].[Na+].[C:25]([O:29][C:30](O[C:30]([O:29][C:25]([CH3:28])([CH3:27])[CH3:26])=[O:31])=[O:31])([CH3:28])([CH3:27])[CH3:26].O, predict the reaction product. (4) The product is: [OH:29][CH:26]1[CH2:27][N:28]2[C:4](=[O:14])[CH:5]=[C:6]([C:7]3[CH:8]=[CH:9][CH:10]=[CH:11][CH:12]=3)[N:22]=[C:23]2[NH:24][CH2:25]1. Given the reactants C(O[C:4](=[O:14])[CH2:5][C:6](=O)[C:7]1[CH:12]=[CH:11][CH:10]=[CH:9][CH:8]=1)C.C([O-])([O-])=O.[K+].[K+].Cl.[NH:22]=[C:23]1[NH:28][CH2:27][CH:26]([OH:29])[CH2:25][NH:24]1, predict the reaction product. (5) Given the reactants [C:1]([C:3]1[CH:4]=[C:5]([CH2:16][NH:17][C:18]2[C:19]([F:32])=[C:20]([CH:28]=[CH:29][C:30]=2[F:31])[O:21][CH2:22][C:23]([O:25]CC)=[O:24])[CH:6]=[C:7]([C:9]2[CH:14]=[CH:13][CH:12]=[C:11]([F:15])[CH:10]=2)[CH:8]=1)#[N:2].C([O-])([O-])=[O:34].[K+].[K+].OO.Cl, predict the reaction product. The product is: [C:1]([C:3]1[CH:4]=[C:5]([CH2:16][NH:17][C:18]2[C:19]([F:32])=[C:20]([CH:28]=[CH:29][C:30]=2[F:31])[O:21][CH2:22][C:23]([OH:25])=[O:24])[CH:6]=[C:7]([C:9]2[CH:14]=[CH:13][CH:12]=[C:11]([F:15])[CH:10]=2)[CH:8]=1)(=[O:34])[NH2:2]. (6) Given the reactants [OH:1][C@@H:2]1[C@H:6]([C@H:7]([OH:10])[CH:8]=[CH2:9])[O:5][C:4](=[O:11])[C@@H:3]1[O:12][CH3:13].[Br:14][C:15]1[CH:22]=[CH:21][CH:20]=[CH:19][C:16]=1C=C.C1COCC1, predict the reaction product. The product is: [Br:14][C:15]1[CH:22]=[CH:21][CH:20]=[CH:19][C:16]=1/[CH:9]=[CH:8]/[C@H:7]([C@@H:6]1[O:5][C:4](=[O:11])[C@H:3]([O:12][CH3:13])[C@@H:2]1[OH:1])[OH:10]. (7) Given the reactants Cl[C:2]1[CH:22]=[CH:21][C:5]([CH2:6][C:7]2[CH:8]=[C:9]([C:18]([OH:20])=[O:19])[C:10](=[O:17])[N:11]3[C:16]=2[CH:15]=[CH:14][CH:13]=[CH:12]3)=[CH:4][CH:3]=1.[C:23]1(B(O)O)[CH:28]=[CH:27][CH:26]=[CH:25][CH:24]=1.C(=O)([O-])[O-].[Cs+].[Cs+].Cl, predict the reaction product. The product is: [C:2]1([C:23]2[CH:28]=[CH:27][CH:26]=[CH:25][CH:24]=2)[CH:22]=[CH:21][C:5]([CH2:6][C:7]2[CH:8]=[C:9]([C:18]([OH:20])=[O:19])[C:10](=[O:17])[N:11]3[C:16]=2[CH:15]=[CH:14][CH:13]=[CH:12]3)=[CH:4][CH:3]=1. (8) Given the reactants Cl.[NH2:2][C@@H:3]([CH2:12][CH3:13])[CH2:4][NH:5][C:6](=[O:11])[C:7]([O:9]C)=O.[Cl:14][C:15]1[C:22]([C:23]([F:26])([F:25])[F:24])=[CH:21][CH:20]=[CH:19][C:16]=1[CH:17]=O.C(O[BH-](OC(=O)C)OC(=O)C)(=O)C.[Na+].C(N(CC)CC)C, predict the reaction product. The product is: [Cl:14][C:15]1[C:22]([C:23]([F:24])([F:25])[F:26])=[CH:21][CH:20]=[CH:19][C:16]=1[CH2:17][N:2]1[C@@H:3]([CH2:12][CH3:13])[CH2:4][NH:5][C:6](=[O:11])[C:7]1=[O:9].